This data is from Retrosynthesis with 50K atom-mapped reactions and 10 reaction types from USPTO. The task is: Predict the reactants needed to synthesize the given product. (1) Given the product CCCCCCCC(O)c1ccccc1Br, predict the reactants needed to synthesize it. The reactants are: CCCCCCCBr.O=Cc1ccccc1Br. (2) Given the product CNS(=O)(=O)c1ccc2c(c1C)C(=Cc1[nH]cc3c1CCOC3=O)C(=O)N2, predict the reactants needed to synthesize it. The reactants are: CNS(=O)(=O)c1ccc2c(c1C)CC(=O)N2.O=Cc1[nH]cc2c1CCOC2=O. (3) Given the product CN(C)c1nc2c(NCc3ccccc3)ncnc2n1[C@@H]1O[C@H](CO)[C@@H](O)[C@H]1O, predict the reactants needed to synthesize it. The reactants are: CNC.OC[C@H]1O[C@@H](n2c(Br)nc3c(NCc4ccccc4)ncnc32)[C@H](O)[C@@H]1O. (4) Given the product CC(C)(CNC=O)c1ccc(OCc2ccccc2)cc1, predict the reactants needed to synthesize it. The reactants are: CC(C)(CN)c1ccc(OCc2ccccc2)cc1.O=CO.